Dataset: Peptide-MHC class II binding affinity with 134,281 pairs from IEDB. Task: Regression. Given a peptide amino acid sequence and an MHC pseudo amino acid sequence, predict their binding affinity value. This is MHC class II binding data. (1) The peptide sequence is PVQRHPRSLFPEFSE. The MHC is HLA-DPA10201-DPB10501 with pseudo-sequence HLA-DPA10201-DPB10501. The binding affinity (normalized) is 0.0255. (2) The peptide sequence is GELQIVDKIDAASKI. The MHC is DRB1_1101 with pseudo-sequence DRB1_1101. The binding affinity (normalized) is 0.742.